The task is: Predict which catalyst facilitates the given reaction.. This data is from Catalyst prediction with 721,799 reactions and 888 catalyst types from USPTO. (1) Reactant: C([O:8][CH2:9][CH2:10][C:11]1([C:25]2[CH:30]=[CH:29][C:28]([O:31][CH3:32])=[CH:27][CH:26]=2)[CH2:17][CH2:16][CH2:15][C:14]2[CH:18]=[C:19]([O:22][CH3:23])[CH:20]=[CH:21][C:13]=2[CH:12]1[OH:24])C1C=CC=CC=1. Product: [OH:8][CH2:9][CH2:10][C:11]1([C:25]2[CH:30]=[CH:29][C:28]([O:31][CH3:32])=[CH:27][CH:26]=2)[CH2:17][CH2:16][CH2:15][C:14]2[CH:18]=[C:19]([O:22][CH3:23])[CH:20]=[CH:21][C:13]=2[CH:12]1[OH:24]. The catalyst class is: 43. (2) Reactant: [N+:1]([C:4]1[CH:5]=[C:6]([N:10]2[CH2:13][CH:12]([OH:14])[CH2:11]2)[CH:7]=[CH:8][CH:9]=1)([O-:3])=[O:2].Br[CH2:16][C:17]([NH2:19])=[O:18].[H-].[Na+].O. Product: [N+:1]([C:4]1[CH:5]=[C:6]([N:10]2[CH2:11][CH:12]([O:14][CH2:16][C:17]([NH2:19])=[O:18])[CH2:13]2)[CH:7]=[CH:8][CH:9]=1)([O-:3])=[O:2]. The catalyst class is: 3. (3) Reactant: [CH3:1][C:2]1[N:7]=[CH:6][C:5]([CH2:8][OH:9])=[CH:4][CH:3]=1.[Cl:10][C:11]1[CH:16]=[C:15](I)[CH:14]=[CH:13][N:12]=1.C(=O)([O-])[O-].[Cs+].[Cs+].N1C2C(=CC=C3C=2N=CC=C3)C=CC=1. Product: [Cl:10][C:11]1[CH:16]=[C:15]([O:9][CH2:8][C:5]2[CH:6]=[N:7][C:2]([CH3:1])=[CH:3][CH:4]=2)[CH:14]=[CH:13][N:12]=1. The catalyst class is: 432. (4) Reactant: [OH:1][C:2]1[CH:10]=[C:9]([C:11]([F:14])([F:13])[F:12])[CH:8]=[CH:7][C:3]=1[C:4]([OH:6])=[O:5].[C:15](=O)([O-])[O-].[K+].[K+].Br[CH:22]([CH3:24])[CH3:23].CCO[C:28]([CH3:30])=O. Product: [CH:22]([O:5][C:4](=[O:6])[C:3]1[CH:7]=[CH:8][C:9]([C:11]([F:12])([F:13])[F:14])=[CH:10][C:2]=1[O:1][CH:28]([CH3:30])[CH3:15])([CH3:24])[CH3:23]. The catalyst class is: 3. (5) Reactant: [Li].C1C2C(=CC=CC=2)C=CC=1.[CH3:12][C:13]1([CH3:21])[C@H:19]2[C@H:17]([O:18]2)[C:16](=[O:20])[CH2:15][CH2:14]1. Product: [OH:18][C@H:19]1[C:13]([CH3:21])([CH3:12])[CH2:14][CH2:15][C:16](=[O:20])[CH2:17]1. The catalyst class is: 1. (6) Reactant: [Br:1][C:2]1[CH:14]=[CH:13][C:5]([CH2:6][NH:7][C@H:8]([CH:10]2[CH2:12][CH2:11]2)[CH3:9])=[CH:4][CH:3]=1.[Br:15][CH2:16][C:17](Br)=[O:18]. Product: [Br:15][CH2:16][C:17]([N:7]([CH2:6][C:5]1[CH:4]=[CH:3][C:2]([Br:1])=[CH:14][CH:13]=1)[C@H:8]([CH:10]1[CH2:11][CH2:12]1)[CH3:9])=[O:18]. The catalyst class is: 34. (7) Reactant: [N:1]1[CH:6]=[CH:5][CH:4]=[N:3][C:2]=1[C:7]1([CH:10]=O)[CH2:9][CH2:8]1.[S].C(O)(=O)C.[NH2:17][C:18]1[CH:19]=[CH:20][C:21]([N:25]2[CH2:30][CH2:29][CH2:28][C@@H:27]([C:31]([N:33]3[CH2:37][CH2:36][CH2:35][CH2:34]3)=[O:32])[CH2:26]2)=[N:22][C:23]=1[NH2:24]. Product: [N:3]1[CH:4]=[CH:5][CH:6]=[N:1][C:2]=1[C:7]1([C:10]2[NH:24][C:23]3=[N:22][C:21]([N:25]4[CH2:30][CH2:29][CH2:28][C@@H:27]([C:31]([N:33]5[CH2:37][CH2:36][CH2:35][CH2:34]5)=[O:32])[CH2:26]4)=[CH:20][CH:19]=[C:18]3[N:17]=2)[CH2:8][CH2:9]1. The catalyst class is: 8. (8) Reactant: FC(F)(F)C(O)=O.[F:8][C:9]1[CH:14]=[C:13]([N:15]2[CH:19]=[N:18][N:17]=[N:16]2)[CH:12]=[CH:11][C:10]=1[C:20]1[CH:21]=[CH:22][C:23]2[O:27][C:26]([CH:28]3[CH2:33][CH2:32][NH:31][CH2:30][CH2:29]3)=[N:25][C:24]=2[CH:34]=1.[C:35](O)(=[O:39])[CH:36]([CH3:38])[CH3:37].CCN=C=NCCCN(C)C.Cl.C1C=CC2N(O)N=NC=2C=1. Product: [F:8][C:9]1[CH:14]=[C:13]([N:15]2[CH:19]=[N:18][N:17]=[N:16]2)[CH:12]=[CH:11][C:10]=1[C:20]1[CH:21]=[CH:22][C:23]2[O:27][C:26]([CH:28]3[CH2:29][CH2:30][N:31]([C:35](=[O:39])[CH:36]([CH3:38])[CH3:37])[CH2:32][CH2:33]3)=[N:25][C:24]=2[CH:34]=1. The catalyst class is: 173. (9) Reactant: [Br:1][C:2]1[C:3](=[O:33])[N:4]([C:19]2[CH:28]=[C:27]([C:29]([NH:31][CH3:32])=[O:30])[CH:26]=[CH:25][C:20]=2[C:21]([O:23]C)=[O:22])[C:5]([CH3:18])=[CH:6][C:7]=1[O:8][CH2:9][C:10]1[CH:15]=[CH:14][C:13]([F:16])=[CH:12][C:11]=1[F:17].[OH-].[Na+].Cl.C(#N)C.O. Product: [Br:1][C:2]1[C:3](=[O:33])[N:4]([C:19]2[CH:28]=[C:27]([C:29]([NH:31][CH3:32])=[O:30])[CH:26]=[CH:25][C:20]=2[C:21]([OH:23])=[O:22])[C:5]([CH3:18])=[CH:6][C:7]=1[O:8][CH2:9][C:10]1[CH:15]=[CH:14][C:13]([F:16])=[CH:12][C:11]=1[F:17]. The catalyst class is: 56.